This data is from Forward reaction prediction with 1.9M reactions from USPTO patents (1976-2016). The task is: Predict the product of the given reaction. (1) Given the reactants [CH3:1][C:2]1([CH3:17])[CH2:7][CH:6]([C:8]2[N:13]=[CH:12][C:11]([NH2:14])=[CH:10][CH:9]=2)[CH2:5][C:4]([CH3:16])([CH3:15])[O:3]1.C1C(=O)N([Br:25])C(=O)C1.C([O-])([O-])=O.[Na+].[Na+], predict the reaction product. The product is: [Br:25][C:12]1[C:11]([NH2:14])=[CH:10][CH:9]=[C:8]([CH:6]2[CH2:7][C:2]([CH3:17])([CH3:1])[O:3][C:4]([CH3:16])([CH3:15])[CH2:5]2)[N:13]=1. (2) Given the reactants Cl[C:2]1[CH:11]=[CH:10][CH:9]=[C:8]2[C:3]=1[C:4](=[O:21])[C:5]([C:19]#[N:20])=[CH:6][N:7]2[CH:12]([CH2:16][CH2:17][CH3:18])[CH2:13][CH2:14][CH3:15].[CH3:22][C:23]1[CH:28]=[C:27]([CH3:29])[CH:26]=[CH:25][C:24]=1B(O)O.[O-]P([O-])([O-])=O.[K+].[K+].[K+], predict the reaction product. The product is: [CH3:22][C:23]1[CH:28]=[C:27]([CH3:29])[CH:26]=[CH:25][C:24]=1[C:2]1[CH:11]=[CH:10][CH:9]=[C:8]2[C:3]=1[C:4](=[O:21])[C:5]([C:19]#[N:20])=[CH:6][N:7]2[CH:12]([CH2:16][CH2:17][CH3:18])[CH2:13][CH2:14][CH3:15]. (3) Given the reactants [CH3:1][C:2]1[CH:9]=[C:8]([O:10][CH2:11][O:12][CH2:13][CH2:14][Si:15]([CH3:18])([CH3:17])[CH3:16])[CH:7]=[CH:6][C:3]=1[C:4]#[N:5].C([O-])(O)=O.[Na+].Cl.[NH2:25][OH:26], predict the reaction product. The product is: [OH:26][NH:25][C:4]([C:3]1[CH:6]=[CH:7][C:8]([O:10][CH2:11][O:12][CH2:13][CH2:14][Si:15]([CH3:18])([CH3:17])[CH3:16])=[CH:9][C:2]=1[CH3:1])=[NH:5]. (4) Given the reactants [N:1]1([CH2:6][C:7]2[CH:21]=[CH:20][C:10]([CH2:11][N:12]3[CH:16]=[C:15]([C:17]#[N:18])[C:14]([NH2:19])=[N:13]3)=[CH:9][CH:8]=2)[CH:5]=[CH:4][CH:3]=[N:2]1.C(=O)([O-])[O-:23].[K+].[K+].OO.CS(C)=O, predict the reaction product. The product is: [NH2:19][C:14]1[C:15]([C:17]([NH2:18])=[O:23])=[CH:16][N:12]([CH2:11][C:10]2[CH:20]=[CH:21][C:7]([CH2:6][N:1]3[CH:5]=[CH:4][CH:3]=[N:2]3)=[CH:8][CH:9]=2)[N:13]=1. (5) Given the reactants [CH:1]1([C:7]2[C:15]3[C:10](=[CH:11][C:12]([C:16]([OH:18])=[O:17])=[CH:13][CH:14]=3)[N:9]([CH2:19][C:20](N3CCOCC3)=[O:21])[C:8]=2[C:28]2[CH:33]=[CH:32][C:31](C3C=CC(N(C)C)=CC=3)=[CH:30][CH:29]=2)[CH2:6][CH2:5][CH2:4][CH2:3][CH2:2]1.C[O:44]C(C1C=C2C(C(C3CCCCC3)=C(C3C=CC(OS(C(F)(F)F)(=O)=O)=CC=3)N2CC(N2CCOCC2)=O)=CC=1)=O.[CH3:85][O:86][C:87]1[CH:92]=[CH:91][N:90]=[CH:89][C:88]=1B(O)O, predict the reaction product. The product is: [C:20]([CH2:19][N:9]1[C:10]2[C:15](=[CH:14][CH:13]=[C:12]([C:16]([OH:18])=[O:17])[CH:11]=2)[C:7]([CH:1]2[CH2:6][CH2:5][CH2:4][CH2:3][CH2:2]2)=[C:8]1[C:28]1[CH:33]=[CH:32][C:31]([C:88]2[CH:89]=[N:90][CH:91]=[CH:92][C:87]=2[O:86][CH3:85])=[CH:30][CH:29]=1)([OH:21])=[O:44]. (6) Given the reactants [F:1][C:2]([F:30])([F:29])[O:3][C:4]1[CH:9]=[CH:8][C:7]([CH:10]([C:18]2[CH:23]=[CH:22][C:21]([O:24][C:25]([F:28])([F:27])[F:26])=[CH:20][CH:19]=2)[C:11]2([OH:17])[CH2:16][CH2:15][NH:14][CH2:13][CH2:12]2)=[CH:6][CH:5]=1.[C:31](=[O:34])([O-])[O-].[K+].[K+], predict the reaction product. The product is: [F:27][C:25]([F:28])([F:26])[O:24][C:21]1[CH:22]=[CH:23][C:18]([CH:10]([C:7]2[CH:6]=[CH:5][C:4]([O:3][C:2]([F:29])([F:1])[F:30])=[CH:9][CH:8]=2)[C:11]2([OH:17])[CH2:16][CH2:15][N:14]([CH2:10][C:7]3[CH:8]=[CH:9][C:4]([O:34][C:31]4[CH:16]=[CH:11][CH:12]=[CH:13][N:14]=4)=[CH:5][CH:6]=3)[CH2:13][CH2:12]2)=[CH:19][CH:20]=1. (7) Given the reactants [F:1][CH:2]([F:37])[C:3]1[N:7]([C:8]2[CH:13]=[C:12]([N:14]3[CH2:19][CH2:18][O:17][CH2:16][CH2:15]3)[N:11]=[C:10]([NH:20][C@H:21]3[CH2:25][CH2:24][N:23](C(OC(C)(C)C)=O)[CH2:22]3)[N:9]=2)[C:6]2[CH:33]=[CH:34][CH:35]=[CH:36][C:5]=2[N:4]=1.[ClH:38].C(OC(C)C)(C)C, predict the reaction product. The product is: [ClH:38].[ClH:38].[F:37][CH:2]([F:1])[C:3]1[N:7]([C:8]2[CH:13]=[C:12]([N:14]3[CH2:19][CH2:18][O:17][CH2:16][CH2:15]3)[N:11]=[C:10]([NH:20][C@H:21]3[CH2:25][CH2:24][NH:23][CH2:22]3)[N:9]=2)[C:6]2[CH:33]=[CH:34][CH:35]=[CH:36][C:5]=2[N:4]=1. (8) The product is: [CH:1]1([N:4]([CH:18]2[CH2:23][CH2:22][N:21]([CH2:32][C:33]3[CH:38]=[CH:37][C:36]([O:39][CH3:40])=[CH:35][CH:34]=3)[CH2:20][CH2:19]2)[S:5]([C:8]2[CH:13]=[CH:12][CH:11]=[C:10]([C:14]([F:17])([F:15])[F:16])[CH:9]=2)(=[O:6])=[O:7])[CH2:3][CH2:2]1. Given the reactants [CH:1]1([N:4]([CH:18]2[CH2:23][CH2:22][NH:21][CH2:20][CH2:19]2)[S:5]([C:8]2[CH:13]=[CH:12][CH:11]=[C:10]([C:14]([F:17])([F:16])[F:15])[CH:9]=2)(=[O:7])=[O:6])[CH2:3][CH2:2]1.C(N(CC)CC)C.Cl[CH2:32][C:33]1[CH:38]=[CH:37][C:36]([O:39][CH3:40])=[CH:35][CH:34]=1, predict the reaction product.